Dataset: Full USPTO retrosynthesis dataset with 1.9M reactions from patents (1976-2016). Task: Predict the reactants needed to synthesize the given product. Given the product [NH2:1][C:2]1[C:7]([C:8]#[N:9])=[C:6]([N:32]2[CH2:33][CH2:34][CH:29]([OH:28])[CH2:30][CH2:31]2)[C:5]([C:12]#[N:13])=[C:4]([S:14][CH2:15][C:16]2[N:17]=[C:18]([C:21]3[CH:22]=[CH:23][C:24]([Cl:27])=[CH:25][CH:26]=3)[S:19][CH:20]=2)[N:3]=1, predict the reactants needed to synthesize it. The reactants are: [NH2:1][C:2]1[C:7]([C:8]#[N:9])=[C:6](SC)[C:5]([C:12]#[N:13])=[C:4]([S:14][CH2:15][C:16]2[N:17]=[C:18]([C:21]3[CH:26]=[CH:25][C:24]([Cl:27])=[CH:23][CH:22]=3)[S:19][CH:20]=2)[N:3]=1.[OH:28][CH:29]1[CH2:34][CH2:33][NH:32][CH2:31][CH2:30]1.[Cl-].[NH4+].C(OCC)(=O)C.